From a dataset of Reaction yield outcomes from USPTO patents with 853,638 reactions. Predict the reaction yield, written as a fraction of the theoretical maximum amount of product (1.0 means a 100% yield; for example, 0.34 means a 34% yield). (1) The reactants are [CH3:1][N:2]([CH3:27])[C:3]([S:5][C:6]1[CH:11]=[CH:10][C:9]([CH2:12][CH2:13][CH2:14][CH2:15][N:16]2C(=O)C3=CC=CC=C3C2=O)=[CH:8][CH:7]=1)=[O:4].CN. The catalyst is C(O)C. The product is [CH3:27][N:2]([CH3:1])[C:3]([S:5][C:6]1[CH:11]=[CH:10][C:9]([CH2:12][CH2:13][CH2:14][CH2:15][NH2:16])=[CH:8][CH:7]=1)=[O:4]. The yield is 0.420. (2) The reactants are Br[C:2]1[CH:3]=[C:4]2[C:8](=[CH:9][CH:10]=1)[NH:7][C:6](=[O:11])[C:5]12[CH2:16][CH2:15][CH2:14][CH2:13][CH2:12]1.B([C:20]1[N:21]([C:25]([O:27][C:28]([CH3:31])([CH3:30])[CH3:29])=[O:26])[CH:22]=[CH:23][CH:24]=1)(O)O.C([O-])([O-])=O.[K+].[K+]. The catalyst is O. The product is [O:11]=[C:6]1[C:5]2([CH2:16][CH2:15][CH2:14][CH2:13][CH2:12]2)[C:4]2[C:8](=[CH:9][CH:10]=[C:2]([C:20]3[N:21]([C:25]([O:27][C:28]([CH3:31])([CH3:30])[CH3:29])=[O:26])[CH:22]=[CH:23][CH:24]=3)[CH:3]=2)[NH:7]1. The yield is 0.760. (3) No catalyst specified. The yield is 0.990. The product is [Cl:1][C:2]1[S:6][C:5]([C:7]([O:9][CH3:15])=[O:8])=[CH:4][CH:3]=1. The reactants are [Cl:1][C:2]1[S:6][C:5]([C:7]([OH:9])=[O:8])=[CH:4][CH:3]=1.OS(O)(=O)=O.[CH3:15]O. (4) The yield is 0.590. The product is [Cl:13][C:11]1[CH:10]=[CH:9][C:8]([O:14][CH:15]([F:17])[F:16])=[C:7]([C:5]2[N:6]=[C:2]([N:37]3[CH2:38][CH2:39][C:34]4([O:33][CH2:32][CH2:31][O:30]4)[CH2:35][CH2:36]3)[S:3][C:4]=2[NH:18][C:19]([C:21]2[CH:22]=[N:23][N:24]3[CH:29]=[CH:28][CH:27]=[N:26][C:25]=23)=[O:20])[CH:12]=1. The catalyst is CC(N(C)C)=O. The reactants are Br[C:2]1[S:3][C:4]([NH:18][C:19]([C:21]2[CH:22]=[N:23][N:24]3[CH:29]=[CH:28][CH:27]=[N:26][C:25]=23)=[O:20])=[C:5]([C:7]2[CH:12]=[C:11]([Cl:13])[CH:10]=[CH:9][C:8]=2[O:14][CH:15]([F:17])[F:16])[N:6]=1.[O:30]1[C:34]2([CH2:39][CH2:38][NH:37][CH2:36][CH2:35]2)[O:33][CH2:32][CH2:31]1. (5) The reactants are Cl.COC1C=C(C=CC=1OC)OC1C=CC(S([C:17]2(C(NO)=O)CC[N:20](CC#C)[CH2:19][CH2:18]2)(=O)=O)=CC=1.C([O-])([O-])=O.[K+].[K+].CO[C:43]1[CH:44]=[C:45](O)[CH:46]=[CH:47][C:48]=1[O:49]C. The catalyst is CN(C)C=O. The product is [O:49]([NH:20][CH2:19][C:18]#[CH:17])[C:48]1[CH:43]=[CH:44][CH:45]=[CH:46][CH:47]=1. The yield is 0.909. (6) The reactants are [NH2:1][C:2]1[CH:3]=[C:4]([C:8]2[C:12]([Br:13])=[CH:11][N:10]([CH3:14])[N:9]=2)[CH:5]=[CH:6][CH:7]=1.[F:15][C:16]1[CH:21]=[CH:20][CH:19]=[CH:18][C:17]=1[CH2:22][C:23](O)=[O:24].O.ON1C2C=CC=CC=2N=N1.F[P-](F)(F)(F)(F)F.N1(OC(N(C)C)=[N+](C)C)C2C=CC=CC=2N=N1.C(N(CC)C(C)C)(C)C. The catalyst is C(Cl)(Cl)Cl.[Cl-].[Na+].O. The product is [Br:13][C:12]1[C:8]([C:4]2[CH:3]=[C:2]([NH:1][C:23](=[O:24])[CH2:22][C:17]3[CH:18]=[CH:19][CH:20]=[CH:21][C:16]=3[F:15])[CH:7]=[CH:6][CH:5]=2)=[N:9][N:10]([CH3:14])[CH:11]=1. The yield is 0.320.